From a dataset of Experimentally validated miRNA-target interactions with 360,000+ pairs, plus equal number of negative samples. Binary Classification. Given a miRNA mature sequence and a target amino acid sequence, predict their likelihood of interaction. (1) The miRNA is hsa-miR-210-5p with sequence AGCCCCUGCCCACCGCACACUG. The protein sequence of the target gene is MAEAEGVPTTPGPASGSTFRGRRDVSGSWERDQQVEAAQRALVEVLGPYEPLLSRVQAALVWERPARSALWCLGLNAAFWFFALTSLRLVFLLAFGLMIIVCIDQWKNKIWPEIKVPRPDALDNESWGFVHPRLLSVPELCHHVAEVWVSGTIFIRNVLLFKKQNPGKFCLLSCGILTFLAVLGRYVPGLLLSYLMLVTVMMWPLAVYHRLWDRAYVRLKPALQRLDFSVRGYMMSKQRERQLRRRALHPERAMDNHSDSEEELAAFCPQLDDSTVARELAITDSEHSDAEVSCTDNGTF.... Result: 1 (interaction). (2) The miRNA is mmu-miR-17-5p with sequence CAAAGUGCUUACAGUGCAGGUAG. The protein sequence of the target gene is MQPPPRKVKVTQELRNIQGEQMTKLQAKHQAECDLLEDMRTFSQKKAAIEREYAQGIQKLASQYLKRDWPGIKTDDRNDYRSMYPVWKSFLEGTMQVAQSRINICENYKNFISEPARAVRSLKEQQLKRCVDQLTKIQTELQETVKDLVKGKKKYFETEQMAHAVREKADIEAKSKLSLFQSRISLQKASVKLKARRSECNTKATHARNDYLLTLAAANAHQDRYYQTDLVNIMKALDGNVYDHLKDYLIAFSRTELETCQAIQNTFQFLLENSSKVVRDYNLQLFLQENAVFHKPQPFQ.... Result: 1 (interaction). (3) The miRNA is mmu-miR-3103-3p with sequence UAACCUCUGAUCCUUCCCACAG. The protein sequence of the target gene is MGKSEKEVATHGVRCFSKIKAFLLALTCAYVSKSLSGTYMNSMLTQIERQFGIPTSVVGLINGSFEIGNLLLIIFVSYFGTKLHRPIMIGVGCAVMGLGCFLISIPHFLMGRYEYETTILPTSNLSSNSFVCTENRTQTLKPTQDPTECVKEMKSLMWIYVLVGNIIRGMGETPIMPLGISYIEDFAKSENSPLYIGILETGMTIGPLIGLLLGSSCANIYVDTGSVNTDDLTITPTDTRWVGAWWIGFLVCAGVNILTSIPFFFFPKTLLKEGLQDNGDGTENAKEEKHREKIKEENRG.... Result: 0 (no interaction). (4) The miRNA is mmu-miR-3094-5p with sequence UGUUGGGGACAUUUUUAAAGC. The protein sequence of the target gene is MDLSELERDNTGRCRLSSPVPAVCRKEPCVLGVDEAGRGPVLGPMVYAICYCPLPRLADLEALKVADSKTLLESERERLFAKMEDTDFVGWALDVLSPNLISTSMLGRVKYNLNSLSHDTATGLIQYALDQGVNVTQVFVDTVGMPETYQARLQQSFPGIEVTVKAKADALYPVVSAASICAKVARDQAVKKWQFVEKLQDLDTDYGSGYPNDPKTKAWLKEHVEPVFGFPQFVRFSWRTAQTILEKEAEDVIWEDSASENQEGLRKITSYFLNEGSQARPRSSHRYFLERGLESATSL. Result: 0 (no interaction). (5) The miRNA is hsa-miR-1973 with sequence ACCGUGCAAAGGUAGCAUA. The protein sequence of the target gene is MAPSGSLAVPLAVLVLLLWGAPWTHGRRSNVRVITDENWRELLEGDWMIEFYAPWCPACQNLQPEWESFAEWGEDLEVNIAKVDVTEQPGLSGRFIITALPTIYHCKDGEFRRYQGPRTKKDFINFISDKEWKSIEPVSSWFGPGSVLMSSMSALFQLSMWIRTCHNYFIEDLGLPVWGSYTVFALATLFSGLLLGLCMIFVADCLCPSKRRRPQPYPYPSKKLLSESAQPLKKVEEEQEADEEDVSEEEAESKEGTNKDFPQNAIRQRSLGPSLATDKS. Result: 0 (no interaction). (6) The miRNA is rno-miR-107-3p with sequence AGCAGCAUUGUACAGGGCUAUCA. The protein sequence of the target gene is MKDIDMGKEYIIPSPGYRSDRDRSAVPGQHRDPEEPRFRRTRSLECQDALETAARVEGLSLDISVHSHLQILDEEHSKGKYHHGLSVLKPFRTTTKHQHPVDNAGLFSYMTFSWLSPLARVVHKKGELLMEDVWPLSKYESSDVNSRRLERLWQEELNEVGPDAASLRRVVWIFCRTRLILSIVCLMITQLAGFSGPAFVVKHLLEYTQATESNLQYSLLLVLGLLLTEVVRSWSLALTWALNYRTGVRLRGAILTMAFKKILKLKNIKEKSLGELINICSNDGQRMFEAAAVGSLLAGG.... Result: 0 (no interaction). (7) The miRNA is mmu-miR-6393 with sequence CUGCCCACGAAGCACACUGAGU. The protein sequence of the target gene is MQLVILRVTIFLPWCFAVPVPPAADHKGWDFVEGYFHQFFLTKKESPLLTQETQTQLLQQFHRNGTDLLDMQMHALLHQPHCGVPDGSDTSISPGRCKWNKHTLTYRIINYPHDMKPSAVKDSIYNAVSIWSNVTPLIFQQVQNGDADIKVSFWQWAHEDGWPFDGPGGILGHAFLPNSGNPGVVHFDKNEHWSASDTGYNLFLVATHEIGHSLGLQHSGNQSSIMYPTYWYHDPRTFQLSADDIQRIQHLYGEKCSSDIP. Result: 0 (no interaction).